From a dataset of Full USPTO retrosynthesis dataset with 1.9M reactions from patents (1976-2016). Predict the reactants needed to synthesize the given product. (1) The reactants are: [Br:1][C:2]1[CH:3]=[C:4]([C:11]([NH:13][NH:14][C:15](=[O:23])[CH2:16][N:17]2[CH2:22][CH2:21][O:20][CH2:19][CH2:18]2)=[O:12])[C:5]2[CH:6]=[N:7][NH:8][C:9]=2[CH:10]=1.[O:24]1[CH:29]=[CH:28][CH2:27][CH2:26][CH2:25]1.FC(F)(F)C(O)=O. Given the product [Br:1][C:2]1[CH:3]=[C:4]([C:11]([NH:13][NH:14][C:15](=[O:23])[CH2:16][N:17]2[CH2:22][CH2:21][O:20][CH2:19][CH2:18]2)=[O:12])[C:5]2[CH:6]=[N:7][N:8]([CH:25]3[CH2:26][CH2:27][CH2:28][CH2:29][O:24]3)[C:9]=2[CH:10]=1, predict the reactants needed to synthesize it. (2) The reactants are: [C:1]([O:5][C:6](=[O:25])[NH:7][C:8]1[S:9][C:10]([CH2:13][CH2:14][NH:15][C:16]2[C:17]3[S:24][CH:23]=[CH:22][C:18]=3[N:19]=[CH:20][N:21]=2)=[CH:11][N:12]=1)([CH3:4])([CH3:3])C.Cl.C(N(CC)CC)C.ClC(O[C:38]1[CH:43]=CC=C[CH:39]=1)=O. Given the product [C:1]1([O:5][C:6](=[O:25])[NH:7][C:8]2[S:9][C:10]([CH2:13][CH2:14][NH:15][C:16]3[C:17]4[S:24][CH:23]=[CH:22][C:18]=4[N:19]=[CH:20][N:21]=3)=[CH:11][N:12]=2)[CH:3]=[CH:43][CH:38]=[CH:39][CH:4]=1, predict the reactants needed to synthesize it. (3) Given the product [NH2:1][C:2]1[C:7]([C:8]2[N:17]([C:18]3[CH:23]=[CH:22][C:21]([C:24]4([NH:28][C:29](=[O:35])[O:30][CH2:31][CH2:34][CH2:63][CH3:64])[CH2:27][CH2:26][CH2:25]4)=[CH:20][CH:19]=3)[C:11]3=[N:12][C:13]([C:44]4[CH:49]=[CH:48][CH:47]=[C:46]([N:50]5[CH2:55][CH2:54][S:53](=[O:56])(=[O:59])[CH2:52][CH2:51]5)[CH:45]=4)=[CH:14][CH:15]=[C:10]3[N:9]=2)=[CH:6][CH:5]=[CH:4][N:3]=1, predict the reactants needed to synthesize it. The reactants are: [NH2:1][C:2]1[C:7]([C:8]2[N:17]([C:18]3[CH:23]=[CH:22][C:21]([C:24]4([NH:28][C:29](=[O:35])[O:30][C:31]([CH3:34])(C)C)[CH2:27][CH2:26][CH2:25]4)=[CH:20][CH:19]=3)[C:11]3=[N:12][C:13](Cl)=[CH:14][CH:15]=[C:10]3[N:9]=2)=[CH:6][CH:5]=[CH:4][N:3]=1.CC1(C)C(C)(C)OB([C:44]2[CH:45]=[C:46]([N:50]3[CH2:55][CH2:54][S:53](=O)(=[O:56])[CH2:52][CH2:51]3)[CH:47]=[CH:48][CH:49]=2)O1.[OH-:59].[Na+].CO[CH2:63][CH2:64]OC. (4) Given the product [Br:3][C:4]1[N:5]([C:20]2[C:29]3[C:24](=[CH:25][CH:26]=[CH:27][CH:28]=3)[C:23]([CH:30]3[CH2:32][CH2:31]3)=[CH:22][CH:21]=2)[C:6]([S:9][CH2:10][C:11]([NH:13][CH:14]([CH3:19])[C:15]([OH:17])=[O:16])=[O:12])=[N:7][N:8]=1, predict the reactants needed to synthesize it. The reactants are: [OH-].[Li+].[Br:3][C:4]1[N:5]([C:20]2[C:29]3[C:24](=[CH:25][CH:26]=[CH:27][CH:28]=3)[C:23]([CH:30]3[CH2:32][CH2:31]3)=[CH:22][CH:21]=2)[C:6]([S:9][CH2:10][C:11]([NH:13][CH:14]([CH3:19])[C:15]([O:17]C)=[O:16])=[O:12])=[N:7][N:8]=1. (5) Given the product [C:6]1([C:40]2[CH:41]=[CH:42][CH:43]=[CH:44][CH:45]=2)[CH:7]=[CH:8][C:9]([C:12]2[N:17]=[C:16]3[N:18]=[C:19]([O:29][C@@H:30]4[CH2:31][O:32][C@@H:33]5[C@H:37]([OH:38])[CH2:36][O:35][C@H:34]45)[NH:20][C:15]3=[CH:14][C:13]=2[C:46]#[N:47])=[CH:10][CH:11]=1, predict the reactants needed to synthesize it. The reactants are: S(=O)(=O)(O)O.[C:6]1([C:40]2[CH:45]=[CH:44][CH:43]=[CH:42][CH:41]=2)[CH:11]=[CH:10][C:9]([C:12]2[N:17]=[C:16]3[N:18]=[C:19]([O:29][C@H:30]4[C@H:34]5[O:35][CH2:36][C@@H:37]([OH:38])[C@H:33]5[O:32][CH2:31]4)[N:20](COCC[Si](C)(C)C)[C:15]3=[CH:14][C:13]=2Cl)=[CH:8][CH:7]=1.[C:46]([Zn]C#N)#[N:47]. (6) Given the product [C:1]([N:4]1[CH2:9][CH2:8][N:7]([CH2:10][CH2:11][CH2:12][O:13][C:14]2[CH:23]=[C:22]3[C:17]([C:18]([O:27][C:28]4[CH:29]=[C:30]5[C:34](=[CH:35][CH:36]=4)[NH:33][N:32]=[CH:31]5)=[N:19][CH:20]=[N:21]3)=[CH:16][C:15]=2[O:25][CH3:26])[CH2:6][CH2:5]1)(=[O:3])[CH3:2], predict the reactants needed to synthesize it. The reactants are: [C:1]([N:4]1[CH2:9][CH2:8][N:7]([CH2:10][CH2:11][CH2:12][O:13][C:14]2[CH:23]=[C:22]3[C:17]([C:18](Cl)=[N:19][CH:20]=[N:21]3)=[CH:16][C:15]=2[O:25][CH3:26])[CH2:6][CH2:5]1)(=[O:3])[CH3:2].[OH:27][C:28]1[CH:29]=[C:30]2[C:34](=[CH:35][CH:36]=1)[NH:33][N:32]=[CH:31]2.C(=O)([O-])[O-].[Cs+].[Cs+]. (7) Given the product [C:23]([O:27][C:28]([N:30]1[CH2:34][CH2:33][CH:32]([N:15]([C:10]2[CH:11]=[CH:12][C:13]([Cl:14])=[C:8]([Cl:7])[CH:9]=2)[C:16]2[CH:21]=[CH:20][C:19]([F:22])=[CH:18][CH:17]=2)[CH2:31]1)=[O:29])([CH3:26])([CH3:24])[CH3:25], predict the reactants needed to synthesize it. The reactants are: [H-].[Na+].CS(C)=O.[Cl:7][C:8]1[CH:9]=[C:10]([NH:15][C:16]2[CH:21]=[CH:20][C:19]([F:22])=[CH:18][CH:17]=2)[CH:11]=[CH:12][C:13]=1[Cl:14].[C:23]([O:27][C:28]([N:30]1[CH2:34][CH2:33][CH:32](OS(C2C=CC(C)=CC=2)(=O)=O)[CH2:31]1)=[O:29])([CH3:26])([CH3:25])[CH3:24].